Dataset: Reaction yield outcomes from USPTO patents with 853,638 reactions. Task: Predict the reaction yield, written as a fraction of the theoretical maximum amount of product (1.0 means a 100% yield; for example, 0.34 means a 34% yield). (1) The reactants are [CH3:1][C:2]1[CH:10]=[C:9]([C:11]([F:14])([F:13])[F:12])[CH:8]=[C:7]([C:15]([F:18])([F:17])[F:16])[C:3]=1[C:4](Cl)=[O:5].FC(F)(F)C1C=C(C(F)(F)F)C=CC=1C(OC)=O.[CH3:37][C:38]([N:48]1[CH2:52][CH2:51][CH2:50][CH2:49]1)([CH3:47])[CH:39]([NH2:46])[C:40]1[CH:45]=[CH:44][CH:43]=[CH:42][CH:41]=1.C(N(CC)CC)C. The catalyst is C(Cl)Cl. The product is [CH3:1][C:2]1[CH:10]=[C:9]([C:11]([F:14])([F:13])[F:12])[CH:8]=[C:7]([C:15]([F:18])([F:17])[F:16])[C:3]=1[C:4]([NH:46][CH:39]([C:40]1[CH:45]=[CH:44][CH:43]=[CH:42][CH:41]=1)[C:38]([CH3:47])([N:48]1[CH2:49][CH2:50][CH2:51][CH2:52]1)[CH3:37])=[O:5]. The yield is 0.540. (2) The reactants are [C:1]([O:5][C:6](=[O:21])[NH:7][CH:8]1[CH2:17][CH2:16][C:15]2[C:10](=[C:11]([N:18]=[C:19]=S)[CH:12]=[CH:13][CH:14]=2)[CH2:9]1)([CH3:4])([CH3:3])[CH3:2].C(OC1CC2C(CC=1)=CC=CC=2N=C=S)C.[N:38]([CH2:41][C:42]([C:44]1[CH:49]=[CH:48][C:47]([C:50]([F:53])([F:52])[F:51])=[CH:46][C:45]=1[F:54])=[O:43])=[N+]=[N-].N(CC(C1C=CC(C(F)(F)F)=CC=1)=O)=[N+]=[N-]. No catalyst specified. The product is [C:1]([O:5][C:6](=[O:21])[NH:7][CH:8]1[CH2:17][CH2:16][C:15]2[C:10](=[C:11]([NH:18][C:19]3[O:43][C:42]([C:44]4[CH:49]=[CH:48][C:47]([C:50]([F:51])([F:52])[F:53])=[CH:46][C:45]=4[F:54])=[CH:41][N:38]=3)[CH:12]=[CH:13][CH:14]=2)[CH2:9]1)([CH3:4])([CH3:3])[CH3:2]. The yield is 0.160. (3) The reactants are C(O[CH2:9][C:10]1[O:11][CH:12]=[C:13]([C:15]2[CH:20]=[CH:19][C:18]([Cl:21])=[CH:17][CH:16]=2)[N:14]=1)C1C=CC=CC=1.B(Br)(Br)[Br:23].C([O-])(O)=O.[Na+]. The catalyst is C(Cl)Cl. The product is [Br:23][CH2:9][C:10]1[O:11][CH:12]=[C:13]([C:15]2[CH:20]=[CH:19][C:18]([Cl:21])=[CH:17][CH:16]=2)[N:14]=1. The yield is 0.490. (4) The reactants are BrC1C=CC(O)=C(C2C=[CH:16][C:15]3[C:10](=[CH:11][CH:12]=[C:13]([C:18]4[N:22]([CH:23]5[CH2:28][CH2:27][CH2:26][CH2:25][CH2:24]5)[C:21]5[CH:29]=[CH:30][C:31]([C:33]([OH:35])=[O:34])=[CH:32][C:20]=5[N:19]=4)[CH:14]=3)[N:9]=2)C=1.[Cl:37][C:38]1[CH:43]=[CH:42][C:41]([C:44]2[C:48]([C:49](=O)[CH3:50])=[C:47]([CH3:52])[O:46][N:45]=2)=[CH:40][CH:39]=1.[OH-].[K+]. The catalyst is C(O)C. The product is [Cl:37][C:38]1[CH:43]=[CH:42][C:41]([C:44]2[C:48]([C:49]3[CH:50]=[CH:16][C:15]4[C:10](=[CH:11][CH:12]=[C:13]([C:18]5[N:22]([CH:23]6[CH2:24][CH2:25][CH2:26][CH2:27][CH2:28]6)[C:21]6[CH:29]=[CH:30][C:31]([C:33]([OH:35])=[O:34])=[CH:32][C:20]=6[N:19]=5)[CH:14]=4)[N:9]=3)=[C:47]([CH3:52])[O:46][N:45]=2)=[CH:40][CH:39]=1. The yield is 0.120. (5) The catalyst is ClCCl. The yield is 0.510. The reactants are [N:1]1([C:7]2[CH:15]=[CH:14][C:10]([C:11]([OH:13])=[O:12])=[CH:9][CH:8]=2)[CH2:6][CH2:5][NH:4][CH2:3][CH2:2]1.C(N(CC)CC)C.[CH:23]1([C:26](Cl)=[O:27])[CH2:25][CH2:24]1. The product is [CH:23]1([C:26]([N:4]2[CH2:3][CH2:2][N:1]([C:7]3[CH:8]=[CH:9][C:10]([C:11]([OH:13])=[O:12])=[CH:14][CH:15]=3)[CH2:6][CH2:5]2)=[O:27])[CH2:25][CH2:24]1. (6) The reactants are I/[CH:2]=[CH:3]\[CH2:4][CH2:5][CH2:6][CH2:7][CH3:8].C([Li])CCC.[CH3:14][Si:15]1([CH3:25])[O:16][Si:15]([CH3:25])([CH3:14])[O:16][Si:15]([CH3:25])([CH3:14])[O:16]1. The catalyst is CCOCC. The product is [CH3:14][Si:15]([CH3:25])(/[CH:2]=[CH:3]\[CH2:4][CH2:5][CH2:6][CH2:7][CH3:8])[OH:16]. The yield is 0.780. (7) The reactants are Br[C:2]1[C:11]2[C:6](=[CH:7][CH:8]=[CH:9][CH:10]=2)[CH:5]=[CH:4][C:3]=1[O:12][CH2:13][CH2:14][N:15]1[CH2:20][CH2:19][CH2:18][CH2:17][CH2:16]1.[Li+].CCC[CH2-].[B:26](OC)([O:29]C)[O:27]C. The catalyst is O1CCCC1. The product is [N:15]1([CH2:14][CH2:13][O:12][C:3]2[CH:2]=[C:11]3[C:6](=[CH:5][CH:4]=2)[CH:7]=[C:8]([B:26]([OH:29])[OH:27])[CH:9]=[CH:10]3)[CH2:20][CH2:19][CH2:18][CH2:17][CH2:16]1. The yield is 1.00. (8) The reactants are Cl[C:2]1[N:11]=[CH:10][C:9]2[N:8]3[CH:12]=[N:13][C:14]([C:15]([O:17][CH2:18][CH3:19])=[O:16])=[C:7]3[C@@H:6]([CH2:20][CH3:21])[N:5]([CH:22]3[CH2:26][CH2:25][CH2:24][CH2:23]3)[C:4]=2[N:3]=1.[NH2:27][C:28]1[C:36]([O:37][CH3:38])=[CH:35][C:31]([C:32]([OH:34])=[O:33])=[C:30]([F:39])[CH:29]=1.C(=O)([O-])[O-].[Cs+].[Cs+]. The catalyst is O1CCOCC1.CC(N(C)C)=O.C([O-])(=O)C.[Pd+2].C([O-])(=O)C. The product is [CH:22]1([N:5]2[C:4]3[N:3]=[C:2]([NH:27][C:28]4[C:36]([O:37][CH3:38])=[CH:35][C:31]([C:32]([OH:34])=[O:33])=[C:30]([F:39])[CH:29]=4)[N:11]=[CH:10][C:9]=3[N:8]3[CH:12]=[N:13][C:14]([C:15]([O:17][CH2:18][CH3:19])=[O:16])=[C:7]3[C@H:6]2[CH2:20][CH3:21])[CH2:23][CH2:24][CH2:25][CH2:26]1. The yield is 0.690. (9) The reactants are [C:1]([O:5][C:6](=[O:18])[NH:7][C@@H:8]([CH2:11][C:12]1[CH:17]=[CH:16][CH:15]=[CH:14][CH:13]=1)[CH:9]=[O:10])([CH3:4])([CH3:3])[CH3:2].CC(C)(O)[C:21]#[N:22].C(N(CC)CC)C.O. The catalyst is C(Cl)Cl. The product is [C:1]([O:5][C:6](=[O:18])[NH:7][C@@H:8]([CH2:11][C:12]1[CH:17]=[CH:16][CH:15]=[CH:14][CH:13]=1)[CH:9]([C:21]#[N:22])[OH:10])([CH3:4])([CH3:2])[CH3:3]. The yield is 0.580.